Dataset: Forward reaction prediction with 1.9M reactions from USPTO patents (1976-2016). Task: Predict the product of the given reaction. (1) Given the reactants CC1C=C(C)NC(=O)C=1C[NH:11][C:12](=[O:33])[C:13]1[CH:18]=[C:17](N2CCCCC2)[N:16]=[C:15](C2C=CC(C=O)=CC=2)[CH:14]=1.CNC.C(O)(=O)C.C([BH3-])#N.[Na+], predict the reaction product. The product is: [C:12]([NH2:11])(=[O:33])[C:13]1[CH:18]=[CH:17][N:16]=[CH:15][CH:14]=1. (2) Given the reactants [NH2:1][C:2]1[N:3]=[CH:4][C:5]([C:18]2[CH:19]=[N:20][N:21]([CH2:23][C:24]([NH:26][CH:27]3[CH2:32][CH2:31][N:30](C(OC(C)(C)C)=O)[C@@H:29]([C:40]([O:42][C:43]([CH3:46])([CH3:45])[CH3:44])=[O:41])[CH2:28]3)=[O:25])[CH:22]=2)=[N:6][C:7]=1[NH:8][CH2:9][C:10]1[C:15]([Cl:16])=[CH:14][CH:13]=[CH:12][C:11]=1[Cl:17].Cl.[OH-].[Na+], predict the reaction product. The product is: [NH2:1][C:2]1[N:3]=[CH:4][C:5]([C:18]2[CH:19]=[N:20][N:21]([CH2:23][C:24]([NH:26][CH:27]3[CH2:32][CH2:31][NH:30][C@@H:29]([C:40]([O:42][C:43]([CH3:46])([CH3:45])[CH3:44])=[O:41])[CH2:28]3)=[O:25])[CH:22]=2)=[N:6][C:7]=1[NH:8][CH2:9][C:10]1[C:15]([Cl:16])=[CH:14][CH:13]=[CH:12][C:11]=1[Cl:17]. (3) Given the reactants [Cl:1][C:2]1[C:3]([NH:20][C:21]2[CH:25]=[C:24]([CH3:26])[NH:23][N:22]=2)=[N:4][C:5]([NH:8][C:9]2[C:14]([CH3:15])=[CH:13][C:12]([C:16](=O)[CH3:17])=[C:11]([CH3:19])[CH:10]=2)=[N:6][CH:7]=1.CC(O)=O.[NH2:31][O:32][CH2:33][CH2:34][OH:35], predict the reaction product. The product is: [OH:35][CH2:34][CH2:33][O:32][N:31]=[C:16]([C:12]1[CH:13]=[C:14]([CH3:15])[C:9]([NH:8][C:5]2[N:4]=[C:3]([NH:20][C:21]3[CH:25]=[C:24]([CH3:26])[NH:23][N:22]=3)[C:2]([Cl:1])=[CH:7][N:6]=2)=[CH:10][C:11]=1[CH3:19])[CH3:17].